Task: Predict which catalyst facilitates the given reaction.. Dataset: Catalyst prediction with 721,799 reactions and 888 catalyst types from USPTO Reactant: [Cl:1][C:2]1[CH:3]=[CH:4][C:5]([CH:24]=[O:25])=[C:6]2[C:10]=1[N:9]=[C:8]1[N:11]([C:15]3[C:16]([CH3:23])=[N:17][C:18]([O:21][CH3:22])=[CH:19][CH:20]=3)[CH2:12][CH2:13][CH2:14][N:7]21.[CH2:26]([Mg]Br)[CH3:27]. Product: [Cl:1][C:2]1[C:10]2[N:9]=[C:8]3[N:11]([C:15]4[C:16]([CH3:23])=[N:17][C:18]([O:21][CH3:22])=[CH:19][CH:20]=4)[CH2:12][CH2:13][CH2:14][N:7]3[C:6]=2[C:5]([CH:24]([OH:25])[CH2:26][CH3:27])=[CH:4][CH:3]=1. The catalyst class is: 7.